This data is from TCR-epitope binding with 47,182 pairs between 192 epitopes and 23,139 TCRs. The task is: Binary Classification. Given a T-cell receptor sequence (or CDR3 region) and an epitope sequence, predict whether binding occurs between them. (1) The epitope is GPGHKARVL. The TCR CDR3 sequence is CASSSRRTGGDYGYTF. Result: 0 (the TCR does not bind to the epitope). (2) The epitope is GLCTLVAML. The TCR CDR3 sequence is CASSLATGGYEAFF. Result: 0 (the TCR does not bind to the epitope). (3) The epitope is EIYKRWII. The TCR CDR3 sequence is CASSLSRDRNEQFF. Result: 1 (the TCR binds to the epitope). (4) The epitope is LLFNKVTLA. The TCR CDR3 sequence is CASRDLSYNEQFF. Result: 0 (the TCR does not bind to the epitope).